From a dataset of Forward reaction prediction with 1.9M reactions from USPTO patents (1976-2016). Predict the product of the given reaction. (1) The product is: [CH2:24]([N:10]([CH2:3][C:4]1[CH:9]=[CH:8][CH:7]=[CH:6][CH:5]=1)[C:11]1[CH:12]=[C:13](/[CH:18]=[CH:19]/[C:20]([OH:22])=[O:21])[CH:14]=[C:15]([F:17])[CH:16]=1)[C:25]1[CH:26]=[CH:27][CH:28]=[CH:29][CH:30]=1. Given the reactants [OH-].[Na+].[CH2:3]([N:10]([CH2:24][C:25]1[CH:30]=[CH:29][CH:28]=[CH:27][CH:26]=1)[C:11]1[CH:12]=[C:13](/[CH:18]=[CH:19]/[C:20]([O:22]C)=[O:21])[CH:14]=[C:15]([F:17])[CH:16]=1)[C:4]1[CH:9]=[CH:8][CH:7]=[CH:6][CH:5]=1.Cl, predict the reaction product. (2) Given the reactants C([O:3][C:4](=O)[CH2:5][C:6]1[CH:7]=[C:8]([CH:14]=[CH:15][CH:16]=1)[C:9]([O:11][CH2:12][CH3:13])=[O:10])C.C1COCC1.[BH4-].[Li+].[Cl-].[NH4+], predict the reaction product. The product is: [OH:3][CH2:4][CH2:5][C:6]1[CH:7]=[C:8]([CH:14]=[CH:15][CH:16]=1)[C:9]([O:11][CH2:12][CH3:13])=[O:10].